From a dataset of Forward reaction prediction with 1.9M reactions from USPTO patents (1976-2016). Predict the product of the given reaction. Given the reactants C([N:8]1[CH2:13][CH2:12][C:11](=O)[CH:10]([C:15]2[CH:20]=[CH:19][C:18]([Cl:21])=[C:17]([F:22])[CH:16]=2)[CH2:9]1)C1C=CC=CC=1.[NH:23]1[CH2:28][CH2:27][O:26][CH2:25][CH2:24]1.[F:29][C:30]([F:45])([F:44])[C:31]1[CH:32]=[C:33]([CH:37]=[C:38]([C:40]([F:43])([F:42])[F:41])[CH:39]=1)[C:34](Cl)=[O:35], predict the reaction product. The product is: [F:29][C:30]([F:45])([F:44])[C:31]1[CH:32]=[C:33]([C:34]([N:8]2[CH2:13][CH2:12][C@H:11]([N:23]3[CH2:28][CH2:27][O:26][CH2:25][CH2:24]3)[C@H:10]([C:15]3[CH:20]=[CH:19][C:18]([Cl:21])=[C:17]([F:22])[CH:16]=3)[CH2:9]2)=[O:35])[CH:37]=[C:38]([C:40]([F:43])([F:42])[F:41])[CH:39]=1.